From a dataset of Reaction yield outcomes from USPTO patents with 853,638 reactions. Predict the reaction yield, written as a fraction of the theoretical maximum amount of product (1.0 means a 100% yield; for example, 0.34 means a 34% yield). The reactants are [H-].[Na+].[NH:3]1[C:11]2[C:6](=[CH:7][CH:8]=[CH:9][CH:10]=2)[C:5]([CH2:12][CH2:13][C:14]([O:16][CH3:17])=[O:15])=[CH:4]1.Br[CH2:19][CH2:20][CH2:21][Cl:22]. The catalyst is CN(C)C=O. The product is [Cl:22][CH2:21][CH2:20][CH2:19][N:3]1[C:11]2[C:6](=[CH:7][CH:8]=[CH:9][CH:10]=2)[C:5]([CH2:12][CH2:13][C:14]([O:16][CH3:17])=[O:15])=[CH:4]1. The yield is 0.830.